The task is: Predict the reaction yield, written as a fraction of the theoretical maximum amount of product (1.0 means a 100% yield; for example, 0.34 means a 34% yield).. This data is from Reaction yield outcomes from USPTO patents with 853,638 reactions. (1) The reactants are [NH2:1][C:2]1[N:7]=[CH:6][C:5]([C:8]2[CH:9]=[N:10][N:11]([C:13]([CH3:18])([CH3:17])[C:14](O)=[O:15])[CH:12]=2)=[CH:4][C:3]=1[O:19][CH:20]([C:22]1[C:27]([Cl:28])=[CH:26][CH:25]=[C:24]([F:29])[C:23]=1[Cl:30])[CH3:21].C1C=CC2N(O)N=NC=2C=1.C(Cl)CCl.[CH3:45][N:46]([CH3:51])[CH2:47][CH2:48][CH2:49][NH2:50]. The catalyst is CN(C=O)C. The product is [NH2:1][C:2]1[N:7]=[CH:6][C:5]([C:8]2[CH:9]=[N:10][N:11]([C:13]([CH3:18])([CH3:17])[C:14]([NH:50][CH2:49][CH2:48][CH2:47][N:46]([CH3:51])[CH3:45])=[O:15])[CH:12]=2)=[CH:4][C:3]=1[O:19][CH:20]([C:22]1[C:27]([Cl:28])=[CH:26][CH:25]=[C:24]([F:29])[C:23]=1[Cl:30])[CH3:21]. The yield is 0.140. (2) The reactants are [CH3:1][C:2]1[CH:6]=[C:5]([CH3:7])[NH:4][N:3]=1.[Cl:8][S:9](O)(=[O:11])=[O:10].S(Cl)(Cl)=O.ClCCl. The catalyst is C(Cl)(Cl)Cl. The product is [CH3:1][C:2]1[C:6]([S:9]([Cl:8])(=[O:11])=[O:10])=[C:5]([CH3:7])[NH:4][N:3]=1. The yield is 0.420. (3) The reactants are [F:1][C:2]1[CH:7]=[CH:6][C:5]([CH2:8][CH:9]([CH:15]([OH:26])[C:16]2[CH:21]=[CH:20][C:19]([C:22]([F:25])([F:24])[F:23])=[CH:18][CH:17]=2)[C:10]([O:12]CC)=[O:11])=[CH:4][CH:3]=1.[OH-].[Na+].Cl. The catalyst is CO. The product is [F:1][C:2]1[CH:3]=[CH:4][C:5]([CH2:8][CH:9]([CH:15]([OH:26])[C:16]2[CH:21]=[CH:20][C:19]([C:22]([F:24])([F:25])[F:23])=[CH:18][CH:17]=2)[C:10]([OH:12])=[O:11])=[CH:6][CH:7]=1. The yield is 0.880. (4) The product is [Br:1][C:2]1[C:3]([CH2:16][O:17][CH:19]2[CH2:20][CH2:21][CH2:22][CH2:23][O:18]2)=[CH:4][C:5]([O:9][CH:10]2[CH2:15][CH2:14][CH2:13][CH2:12][O:11]2)=[CH:6][C:7]=1[CH3:8]. The catalyst is C(Cl)Cl.C12(CS(O)(=O)=O)C(C)(C)C(CC1)CC2=O. The yield is 0.900. The reactants are [Br:1][C:2]1[C:7]([CH3:8])=[CH:6][C:5]([O:9][CH:10]2[CH2:15][CH2:14][CH2:13][CH2:12][O:11]2)=[CH:4][C:3]=1[CH2:16][OH:17].[O:18]1[CH:23]=[CH:22][CH2:21][CH2:20][CH2:19]1. (5) The reactants are [CH2:1]([C:5]1[S:9][C:8]([S:10]([NH:13][C:14]([CH3:17])([CH3:16])[CH3:15])(=[O:12])=[O:11])=[C:7](B(O)O)[CH:6]=1)[CH:2]([CH3:4])[CH3:3].Br[C:22]1[CH:33]=[CH:32][C:25]([CH2:26][N:27]2[CH:31]=[CH:30][N:29]=[CH:28]2)=[CH:24][CH:23]=1.C1(C)C=CC=CC=1.[OH-].[Na+]. The catalyst is CCOC(C)=O.C1C=CC([P]([Pd]([P](C2C=CC=CC=2)(C2C=CC=CC=2)C2C=CC=CC=2)([P](C2C=CC=CC=2)(C2C=CC=CC=2)C2C=CC=CC=2)[P](C2C=CC=CC=2)(C2C=CC=CC=2)C2C=CC=CC=2)(C2C=CC=CC=2)C2C=CC=CC=2)=CC=1.C(O)C. The product is [N:27]1([CH2:26][C:25]2[CH:24]=[CH:23][C:22]([C:7]3[CH:6]=[C:5]([CH2:1][CH:2]([CH3:4])[CH3:3])[S:9][C:8]=3[S:10]([NH:13][C:14]([CH3:17])([CH3:16])[CH3:15])(=[O:12])=[O:11])=[CH:33][CH:32]=2)[CH:31]=[CH:30][N:29]=[CH:28]1. The yield is 0.633. (6) The reactants are O1[CH2:6][CH2:5][CH:4]([C:7]#[N:8])[CH2:3]C1.Cl.[CH3:10][NH:11][OH:12].[C:13](=[O:16])([O-])[O-].[Na+].[Na+].O. The catalyst is CCO.O. The product is [OH:12][N:11]([CH3:10])[C:7]([CH:4]1[CH2:3][CH2:13][O:16][CH2:6][CH2:5]1)=[NH:8]. The yield is 0.650.